This data is from Reaction yield outcomes from USPTO patents with 853,638 reactions. The task is: Predict the reaction yield, written as a fraction of the theoretical maximum amount of product (1.0 means a 100% yield; for example, 0.34 means a 34% yield). (1) The reactants are C(OC(=O)[NH:7][C:8]1[C:13]2=[CH:14][N:15]([C:17]3[C:22]([F:23])=[CH:21][CH:20]=[CH:19][C:18]=3[Cl:24])[N:16]=[C:12]2[CH:11]=[CH:10][N:9]=1)(C)(C)C.C(O)(C(F)(F)F)=O.C(OCC)C. The catalyst is C(Cl)Cl. The product is [Cl:24][C:18]1[CH:19]=[CH:20][CH:21]=[C:22]([F:23])[C:17]=1[N:15]1[CH:14]=[C:13]2[C:8]([NH2:7])=[N:9][CH:10]=[CH:11][C:12]2=[N:16]1. The yield is 0.910. (2) The reactants are [F:1][C:2]1[CH:10]=[CH:9][C:8]([CH2:11][C:12]2[C:21]3[C:16](=[CH:17][CH:18]=[CH:19][CH:20]=3)[C:15](=[O:22])[NH:14][N:13]=2)=[CH:7][C:3]=1[C:4](O)=[O:5].F[P-](F)(F)(F)(F)F.C[N+](C)=C(N(C)C)O.Cl.[Br:39][C:40]1[N:41]=[C:42]([C:49]([F:52])([F:51])[F:50])[N:43]2[CH2:48][CH2:47][NH:46][CH2:45][C:44]=12.C(N(CC)C(C)C)(C)C. The catalyst is CN(C)C=O.O. The product is [Br:39][C:40]1[N:41]=[C:42]([C:49]([F:51])([F:50])[F:52])[N:43]2[CH2:48][CH2:47][N:46]([C:4]([C:3]3[CH:7]=[C:8]([CH2:11][C:12]4[C:21]5[C:16](=[CH:17][CH:18]=[CH:19][CH:20]=5)[C:15](=[O:22])[NH:14][N:13]=4)[CH:9]=[CH:10][C:2]=3[F:1])=[O:5])[CH2:45][C:44]=12. The yield is 0.480. (3) The reactants are [CH2:1]([O:8][C:9]1[C:13]([CH2:14][C:15]#N)=[CH:12][N:11]([CH2:17][CH3:18])[N:10]=1)[C:2]1[CH:7]=[CH:6][CH:5]=[CH:4][CH:3]=1.[OH-:19].[Na+].[O:21]1[CH2:25]CCC1.Cl. The catalyst is C(O)C. The product is [CH2:1]([O:8][C:9]1[C:13]([CH2:14][C:15]([O:21][CH3:25])=[O:19])=[CH:12][N:11]([CH2:17][CH3:18])[N:10]=1)[C:2]1[CH:7]=[CH:6][CH:5]=[CH:4][CH:3]=1. The yield is 0.570. (4) The reactants are [NH2:1][C:2]1[CH:7]=[CH:6][CH:5]=[CH:4][C:3]=1[C:8](=[C:22]1[CH2:27][CH2:26][N:25]([CH2:28][C:29]2[N:30]=[CH:31][S:32][CH:33]=2)[CH2:24][CH2:23]1)[C:9]1[CH:21]=[CH:20][C:12]([C:13]([N:15]([CH2:18][CH3:19])[CH2:16][CH3:17])=[O:14])=[CH:11][CH:10]=1.[C:34](Cl)(=[O:36])[CH3:35].C(N(CC)CC)C.C(O)(C(F)(F)F)=O. The catalyst is ClCCl. The product is [C:34]([NH:1][C:2]1[CH:7]=[CH:6][CH:5]=[CH:4][C:3]=1[C:8](=[C:22]1[CH2:27][CH2:26][N:25]([CH2:28][C:29]2[N:30]=[CH:31][S:32][CH:33]=2)[CH2:24][CH2:23]1)[C:9]1[CH:21]=[CH:20][C:12]([C:13]([N:15]([CH2:18][CH3:19])[CH2:16][CH3:17])=[O:14])=[CH:11][CH:10]=1)(=[O:36])[CH3:35]. The yield is 0.580.